Dataset: Peptide-MHC class II binding affinity with 134,281 pairs from IEDB. Task: Regression. Given a peptide amino acid sequence and an MHC pseudo amino acid sequence, predict their binding affinity value. This is MHC class II binding data. The peptide sequence is TIPLVALTLTSYLGLK. The MHC is HLA-DQA10201-DQB10402 with pseudo-sequence HLA-DQA10201-DQB10402. The binding affinity (normalized) is 0.421.